This data is from NCI-60 drug combinations with 297,098 pairs across 59 cell lines. The task is: Regression. Given two drug SMILES strings and cell line genomic features, predict the synergy score measuring deviation from expected non-interaction effect. Drug 1: C1CCN(CC1)CCOC2=CC=C(C=C2)C(=O)C3=C(SC4=C3C=CC(=C4)O)C5=CC=C(C=C5)O. Drug 2: CN(C)N=NC1=C(NC=N1)C(=O)N. Cell line: NCI-H322M. Synergy scores: CSS=-2.96, Synergy_ZIP=0.893, Synergy_Bliss=-1.52, Synergy_Loewe=-4.73, Synergy_HSA=-3.58.